The task is: Predict the product of the given reaction.. This data is from Forward reaction prediction with 1.9M reactions from USPTO patents (1976-2016). (1) Given the reactants Cl[C:2]1[N:3]=[C:4]([N:15]([CH3:17])[CH3:16])[C:5]2[S:10][C:9]3[CH:11]=[CH:12][CH:13]=[CH:14][C:8]=3[C:6]=2[N:7]=1.CC1(C)C2C(=C(P(C3C=CC=CC=3)C3C=CC=CC=3)C=CC=2)OC2C(P(C3C=CC=CC=3)C3C=CC=CC=3)=CC=CC1=2.[NH2:60][C@H:61]1[CH2:65][CH2:64][N:63]([C:66]([O:68][C:69]([CH3:72])([CH3:71])[CH3:70])=[O:67])[CH2:62]1.CC(C)([O-])C.[Na+], predict the reaction product. The product is: [CH3:16][N:15]([CH3:17])[C:4]1[C:5]2[S:10][C:9]3[CH:11]=[CH:12][CH:13]=[CH:14][C:8]=3[C:6]=2[N:7]=[C:2]([NH:60][C@H:61]2[CH2:65][CH2:64][N:63]([C:66]([O:68][C:69]([CH3:72])([CH3:71])[CH3:70])=[O:67])[CH2:62]2)[N:3]=1. (2) The product is: [CH3:1][O:2][CH2:3][C:4]1[CH:9]=[C:8]([C:10]([F:13])([F:12])[F:11])[N:7]=[C:6]([C:14]([OH:18])=[O:16])[CH:5]=1. Given the reactants [CH3:1][O:2][CH2:3][C:4]1[CH:9]=[C:8]([C:10]([F:13])([F:12])[F:11])[N:7]=[C:6]([C:14]#N)[CH:5]=1.[OH-:16].[Na+].[OH2:18].Cl, predict the reaction product.